From a dataset of NCI-60 drug combinations with 297,098 pairs across 59 cell lines. Regression. Given two drug SMILES strings and cell line genomic features, predict the synergy score measuring deviation from expected non-interaction effect. Drug 1: C1CNP(=O)(OC1)N(CCCl)CCCl. Drug 2: COCCOC1=C(C=C2C(=C1)C(=NC=N2)NC3=CC=CC(=C3)C#C)OCCOC.Cl. Cell line: MDA-MB-231. Synergy scores: CSS=-6.79, Synergy_ZIP=2.07, Synergy_Bliss=-2.61, Synergy_Loewe=-11.9, Synergy_HSA=-8.65.